Dataset: Reaction yield outcomes from USPTO patents with 853,638 reactions. Task: Predict the reaction yield, written as a fraction of the theoretical maximum amount of product (1.0 means a 100% yield; for example, 0.34 means a 34% yield). The reactants are [NH3:1].[F:2][C:3]([F:15])([F:14])[C:4]1[CH:9]=[CH:8][CH:7]=[CH:6][C:5]=1[S:10](Cl)(=[O:12])=[O:11].[Cl:16][C:17]1[C:26](Cl)=[N:25][C:24]2[C:19](=[CH:20][CH:21]=[CH:22][CH:23]=2)[N:18]=1.C(=O)([O-])[O-].[K+].[K+]. The catalyst is CO.C(O)(=O)C.CS(C)=O. The product is [F:2][C:3]([F:15])([F:14])[C:4]1[CH:9]=[CH:8][CH:7]=[CH:6][C:5]=1[S:10]([NH:1][C:26]1[C:17]([Cl:16])=[N:18][C:19]2[C:24](=[CH:23][CH:22]=[CH:21][CH:20]=2)[N:25]=1)(=[O:12])=[O:11]. The yield is 0.310.